From a dataset of Forward reaction prediction with 1.9M reactions from USPTO patents (1976-2016). Predict the product of the given reaction. (1) Given the reactants [CH3:1][N:2]([CH3:8])[CH2:3][CH:4]([OH:7])[CH2:5]O.[H-].[Na+].CS([O:15][CH2:16][CH2:17][CH2:18][CH2:19][CH2:20][CH2:21][CH2:22][CH2:23]/[CH:24]=[CH:25]\[CH2:26]/[CH:27]=[CH:28]\[CH2:29][CH2:30][CH2:31][CH2:32][CH3:33])(=O)=O.[C:34]1(C)C=CC=CC=1, predict the reaction product. The product is: [CH3:1][N:2]([CH3:8])[CH2:3][CH:4]([OH:7])[CH2:5][CH2:34][O:15][CH2:16][CH2:17][CH2:18][CH2:19][CH2:20][CH2:21][CH2:22][CH2:23]/[CH:24]=[CH:25]\[CH2:26]/[CH:27]=[CH:28]\[CH2:29][CH2:30][CH2:31][CH2:32][CH3:33]. (2) Given the reactants O.[F:2][C:3]1[CH:4]=[CH:5][C:6]([O:11][C:12]2[CH:13]=[C:14]3[C:18](=[CH:19][CH:20]=2)[N:17]([CH2:21][CH2:22][OH:23])[N:16]=[CH:15]3)=[C:7]([CH:10]=1)[C:8]#[N:9].N.CCCCCCC, predict the reaction product. The product is: [NH2:9][CH2:8][C:7]1[CH:10]=[C:3]([F:2])[CH:4]=[CH:5][C:6]=1[O:11][C:12]1[CH:13]=[C:14]2[C:18](=[CH:19][CH:20]=1)[N:17]([CH2:21][CH2:22][OH:23])[N:16]=[CH:15]2.